This data is from Full USPTO retrosynthesis dataset with 1.9M reactions from patents (1976-2016). The task is: Predict the reactants needed to synthesize the given product. (1) Given the product [C:32]([C:34]1[CH:35]=[CH:36][C:37]([S:40]([NH:13][C@@H:4]([CH2:5][CH2:6][CH2:7][CH2:8][CH2:9][C:10](=[O:12])[CH3:11])[C:3]([NH:14][C:15]2[CH:16]=[N:17][C:18]3[C:23]([CH:24]=2)=[CH:22][CH:21]=[CH:20][CH:19]=3)=[O:2])(=[O:42])=[O:41])=[CH:38][CH:39]=1)#[N:33], predict the reactants needed to synthesize it. The reactants are: [Cl-].[O:2]=[C:3]([NH:14][C:15]1[CH:16]=[N:17][C:18]2[C:23]([CH:24]=1)=[CH:22][CH:21]=[CH:20][CH:19]=2)[C@@H:4]([NH3+:13])[CH2:5][CH2:6][CH2:7][CH2:8][CH2:9][C:10](=[O:12])[CH3:11].CCN(CC)CC.[C:32]([C:34]1[CH:39]=[CH:38][C:37]([S:40](Cl)(=[O:42])=[O:41])=[CH:36][CH:35]=1)#[N:33]. (2) Given the product [Br:15][C:16]1[C:17]2[N:18]([C:23]([C:26]([NH:47][C:46]3[CH:45]=[CH:44][N:43]=[CH:42][C:41]=3[F:40])=[O:28])=[CH:24][N:25]=2)[N:19]=[C:20]([Cl:22])[CH:21]=1, predict the reactants needed to synthesize it. The reactants are: ClC1C=C(Cl)C2N(C(C(O)=O)=CN=2)N=1.[Br:15][C:16]1[C:17]2[N:18]([C:23]([C:26]([OH:28])=O)=[CH:24][N:25]=2)[N:19]=[C:20]([Cl:22])[CH:21]=1.CN(C=O)C.C(Cl)(=O)C(Cl)=O.[F:40][C:41]1[CH:42]=[N:43][CH:44]=[CH:45][C:46]=1[NH2:47].CCN(C(C)C)C(C)C.ClC1C=C(Cl)C2N(C(C(NC3C=CN=CC=3F)=O)=CN=2)N=1. (3) Given the product [CH3:8][O:9][CH2:10][CH2:11][N:12]1[CH:6]([C:2]2[S:1][CH:5]=[CH:4][CH:3]=2)[CH:14]([C:13]([NH:36][C:34]2[S:33][N:32]=[C:31]([C:25]3[CH:30]=[CH:29][CH:28]=[CH:27][CH:26]=3)[N:35]=2)=[O:24])[C:15]2[C:16](=[CH:20][CH:21]=[CH:22][CH:23]=2)[C:17]1=[O:19], predict the reactants needed to synthesize it. The reactants are: [S:1]1[CH:5]=[CH:4][CH:3]=[C:2]1[CH:6]=O.[CH3:8][O:9][CH2:10][CH2:11][NH2:12].[C:13]1(=[O:24])[O:19][C:17](=O)[C:16]2=[CH:20][CH:21]=[CH:22][CH:23]=[C:15]2[CH2:14]1.[C:25]1([C:31]2[N:35]=[C:34]([NH2:36])[S:33][N:32]=2)[CH:30]=[CH:29][CH:28]=[CH:27][CH:26]=1. (4) Given the product [OH:18][C@H:15]1[CH2:16][CH2:17][C@@:12]([C@H:11]2[CH2:10][CH2:9][C@@:8]3([CH3:22])[C@@H:4]([CH2:5][CH2:6][C:7]3=[CH2:23])[C@@H:3]2[CH2:2][NH:1][C:30]#[N:29])([CH3:21])[C@@H:13]([CH2:19][OH:20])[CH2:14]1, predict the reactants needed to synthesize it. The reactants are: [NH2:1][CH2:2][C@@H:3]1[C@@H:11]([C@@:12]2([CH3:21])[CH2:17][CH2:16][C@H:15]([OH:18])[CH2:14][C@@H:13]2[CH2:19][OH:20])[CH2:10][CH2:9][C@@:8]2([CH3:22])[C@H:4]1[CH2:5][CH2:6][C:7]2=[CH2:23].C([O-])(=O)C.[Na+].[N:29]#[C:30]Br.